From a dataset of Reaction yield outcomes from USPTO patents with 853,638 reactions. Predict the reaction yield, written as a fraction of the theoretical maximum amount of product (1.0 means a 100% yield; for example, 0.34 means a 34% yield). The reactants are [F:1][C:2]([F:34])([F:33])[C:3]([C:12]1[CH:29]=[CH:28][C:15]([O:16][C:17]2[CH:18]=[CH:19][C:20]([N+:25]([O-:27])=[O:26])=[C:21]([CH2:23][OH:24])[CH:22]=2)=[C:14]([CH2:30][CH2:31][CH3:32])[CH:13]=1)([O:8][CH2:9][O:10][CH3:11])[C:4]([F:7])([F:6])[F:5].N1C=CC=CC=1.[C:41]1([N:47]=[C:48]=[O:49])[CH:46]=[CH:45][CH:44]=[CH:43][CH:42]=1.Cl. The catalyst is ClCCl.O. The product is [C:41]1([NH:47][C:48](=[O:49])[O:24][CH2:23][C:21]2[CH:22]=[C:17]([O:16][C:15]3[CH:28]=[CH:29][C:12]([C:3]([O:8][CH2:9][O:10][CH3:11])([C:4]([F:6])([F:5])[F:7])[C:2]([F:33])([F:34])[F:1])=[CH:13][C:14]=3[CH2:30][CH2:31][CH3:32])[CH:18]=[CH:19][C:20]=2[N+:25]([O-:27])=[O:26])[CH:46]=[CH:45][CH:44]=[CH:43][CH:42]=1. The yield is 0.910.